This data is from Full USPTO retrosynthesis dataset with 1.9M reactions from patents (1976-2016). The task is: Predict the reactants needed to synthesize the given product. (1) Given the product [CH3:17][O:16][N:15]([CH3:14])[C:7]([CH:5]1[CH2:4][C:3]([O:2][CH3:1])([O:11][CH3:12])[CH2:6]1)=[O:9], predict the reactants needed to synthesize it. The reactants are: [CH3:1][O:2][C:3]1([O:11][CH3:12])[CH2:6][CH:5]([C:7]([O:9]C)=O)[CH2:4]1.Cl.[CH3:14][NH:15][O:16][CH3:17].C([Mg]Cl)(C)C. (2) Given the product [CH2:24]([O:26][C:27](=[O:53])[C:28]1[C:36]([F:37])=[C:35]([N:38]([CH2:39][C:40]2[CH:45]=[CH:44][CH:43]=[CH:42][CH:41]=2)[CH2:46][C:47]2[CH:52]=[CH:51][CH:50]=[CH:49][CH:48]=2)[CH:34]=[C:30]([C:31]([N:14]([CH3:13])[CH2:15][CH2:16][CH3:17])=[O:32])[CH:29]=1)[CH3:25], predict the reactants needed to synthesize it. The reactants are: O.ON1C2C=CC=CC=2N=N1.Cl.[CH3:13][N:14](C)[CH2:15][CH2:16][CH2:17]N=C=NCC.[CH2:24]([O:26][C:27](=[O:53])[C:28]1[CH:29]=[C:30]([CH:34]=[C:35]([N:38]([CH2:46][C:47]2[CH:52]=[CH:51][CH:50]=[CH:49][CH:48]=2)[CH2:39][C:40]2[CH:45]=[CH:44][CH:43]=[CH:42][CH:41]=2)[C:36]=1[F:37])[C:31](O)=[O:32])[CH3:25].CNCCC.C(=O)([O-])[O-].[K+].[K+]. (3) Given the product [Br:1][C:2]1[CH:3]=[C:4]([CH2:5][OH:6])[CH:9]=[C:10]([O:12][CH2:13][C:14]2([CH3:17])[CH2:16][CH2:15]2)[CH:11]=1, predict the reactants needed to synthesize it. The reactants are: [Br:1][C:2]1[CH:3]=[C:4]([CH:9]=[C:10]([O:12][CH2:13][C:14]2([CH3:17])[CH2:16][CH2:15]2)[CH:11]=1)[C:5](OC)=[O:6].[H-].[Al+3].[Li+].[H-].[H-].[H-]. (4) Given the product [NH:24]1[C:28]2[CH:29]=[CH:30][C:31]([C:33]([N:6]3[CH2:7][CH2:8][C@H:9]4[CH2:1][N:2]([C:10]([O:12][C:13]([CH3:16])([CH3:15])[CH3:14])=[O:11])[CH2:3][C@H:4]4[CH2:5]3)=[O:34])=[CH:32][C:27]=2[N:26]=[N:25]1, predict the reactants needed to synthesize it. The reactants are: [CH2:1]1[C@H:9]2[C@H:4]([CH2:5][NH:6][CH2:7][CH2:8]2)[CH2:3][N:2]1[C:10]([O:12][C:13]([CH3:16])([CH3:15])[CH3:14])=[O:11].CN1CCOCC1.[NH:24]1[C:28]2[CH:29]=[CH:30][C:31]([C:33](O)=[O:34])=[CH:32][C:27]=2[N:26]=[N:25]1.F[P-](F)(F)(F)(F)F.N1(OC(N(C)C)=[N+](C)C)C2N=CC=CC=2N=N1.